This data is from Full USPTO retrosynthesis dataset with 1.9M reactions from patents (1976-2016). The task is: Predict the reactants needed to synthesize the given product. Given the product [F:35][C:36]1[CH:41]=[C:40]([C:14]2[CH:15]=[C:10]([CH:5]([CH2:6][CH:7]([CH3:8])[CH3:9])[C:4]([OH:3])=[O:34])[CH:11]=[C:12]([C:24]3[CH:25]=[CH:26][C:27]([C:30]([F:32])([F:31])[F:33])=[CH:28][CH:29]=3)[CH:13]=2)[CH:39]=[CH:38][CH:37]=1, predict the reactants needed to synthesize it. The reactants are: C([O:3][C:4](=[O:34])[CH:5]([C:10]1[CH:11]=[C:12]([C:24]2[CH:29]=[CH:28][C:27]([C:30]([F:33])([F:32])[F:31])=[CH:26][CH:25]=2)[CH:13]=[C:14](OS(C(F)(F)F)(=O)=O)[CH:15]=1)[CH2:6][CH:7]([CH3:9])[CH3:8])C.[F:35][C:36]1[CH:37]=[C:38](B(O)O)[CH:39]=[CH:40][CH:41]=1.